Predict the reaction yield, written as a fraction of the theoretical maximum amount of product (1.0 means a 100% yield; for example, 0.34 means a 34% yield). From a dataset of Reaction yield outcomes from USPTO patents with 853,638 reactions. The reactants are Cl[C:2]1[N:7]=[CH:6][N:5]=[C:4]([NH:8][C:9]2[CH:14]=[CH:13][CH:12]=[C:11]([Br:15])[CH:10]=2)[CH:3]=1.[C:16]1([NH2:23])[CH:21]=[CH:20][CH:19]=[C:18]([NH2:22])[CH:17]=1. The catalyst is CCCCO. The product is [Br:15][C:11]1[CH:10]=[C:9]([NH:8][C:4]2[N:5]=[CH:6][N:7]=[C:2]([NH:22][C:18]3[CH:17]=[C:16]([NH2:23])[CH:21]=[CH:20][CH:19]=3)[CH:3]=2)[CH:14]=[CH:13][CH:12]=1. The yield is 0.650.